This data is from Full USPTO retrosynthesis dataset with 1.9M reactions from patents (1976-2016). The task is: Predict the reactants needed to synthesize the given product. (1) Given the product [Cl:1][C:2]1[N:7]=[C:6]([NH:8][C:9]2[CH:10]=[C:11]([CH3:21])[NH:12][N:13]=2)[CH:5]=[C:4]([O:22][CH3:23])[N:3]=1, predict the reactants needed to synthesize it. The reactants are: [Cl:1][C:2]1[N:7]=[C:6]([NH:8][C:9]2[N:13](C(OC(C)(C)C)=O)[N:12]=[C:11]([CH3:21])[CH:10]=2)[CH:5]=[C:4]([O:22][CH3:23])[N:3]=1. (2) Given the product [NH2:1][C:2]1[CH:3]=[C:4]2[C:10]([C:27]3[CH:26]=[CH:25][CH:24]=[C:23]([F:22])[CH:28]=3)=[C:9]([S:12]([C:15]3[CH:20]=[CH:19][C:18]([Cl:21])=[CH:17][CH:16]=3)(=[O:14])=[O:13])[S:8][C:5]2=[N:6][CH:7]=1, predict the reactants needed to synthesize it. The reactants are: [NH2:1][C:2]1[CH:3]=[C:4]2[C:10](Br)=[C:9]([S:12]([C:15]3[CH:20]=[CH:19][C:18]([Cl:21])=[CH:17][CH:16]=3)(=[O:14])=[O:13])[S:8][C:5]2=[N:6][CH:7]=1.[F:22][C:23]1[CH:24]=[C:25](B(O)O)[CH:26]=[CH:27][CH:28]=1. (3) Given the product [CH2:12]([O:8][C:6]1[CH:7]=[C:2]([F:1])[CH:3]=[CH:4][C:5]=1[N+:9]([O-:11])=[O:10])[C:13]1[CH:18]=[CH:17][CH:16]=[CH:15][CH:14]=1, predict the reactants needed to synthesize it. The reactants are: [F:1][C:2]1[CH:3]=[CH:4][C:5]([N+:9]([O-:11])=[O:10])=[C:6]([OH:8])[CH:7]=1.[CH2:12](Br)[C:13]1[CH:18]=[CH:17][CH:16]=[CH:15][CH:14]=1.C(=O)([O-])[O-].[Cs+].[Cs+]. (4) Given the product [CH2:11]([C:15]1[N:20]2[N:21]=[C:22]([CH3:33])[C:23]([C:24]3[C:25]([CH3:32])=[CH:26][C:27]([CH3:31])=[CH:28][C:29]=3[CH3:30])=[C:19]2[N:18]=[C:17]([CH3:34])[C:16]=1[CH2:35][CH2:36][CH2:37][CH2:38][OH:39])[CH2:12][CH2:13][CH3:14], predict the reactants needed to synthesize it. The reactants are: [H-].C([Al+]CC(C)C)C(C)C.[CH2:11]([C:15]1[N:20]2[N:21]=[C:22]([CH3:33])[C:23]([C:24]3[C:29]([CH3:30])=[CH:28][C:27]([CH3:31])=[CH:26][C:25]=3[CH3:32])=[C:19]2[N:18]=[C:17]([CH3:34])[C:16]=1[CH2:35][CH2:36][CH2:37][C:38](OCC)=[O:39])[CH2:12][CH2:13][CH3:14].C(OCC)(=O)C.O. (5) Given the product [CH3:13][O:14][C:15](=[O:27])[CH2:16][CH:17]1[C:21]2[CH:22]=[CH:23][C:24]([O:26][CH:34]3[C:35]4[C:31](=[C:30]([C:29]([F:28])([F:40])[F:41])[CH:38]=[CH:37][CH:36]=4)[CH2:32][CH2:33]3)=[CH:25][C:20]=2[O:19][CH2:18]1, predict the reactants needed to synthesize it. The reactants are: N(C(OCC)=O)=NC(OCC)=O.[CH3:13][O:14][C:15](=[O:27])[CH2:16][CH:17]1[C:21]2[CH:22]=[CH:23][C:24]([OH:26])=[CH:25][C:20]=2[O:19][CH2:18]1.[F:28][C:29]([F:41])([F:40])[C:30]1[CH:38]=[CH:37][CH:36]=[C:35]2[C:31]=1[CH2:32][CH2:33][CH:34]2O.C1(P(C2C=CC=CC=2)C2C=CC=CC=2)C=CC=CC=1. (6) Given the product [Cl:1][C:2]1[CH:3]=[CH:4][C:5]([CH2:6][C:7]2[C:16]([O:17][CH2:28][CH3:29])=[CH:15][CH:14]=[C:13]3[C:8]=2[C:9](=[O:24])[N:10]([CH2:20][CH2:21][CH2:22][OH:23])[C:11](=[O:19])[N:12]3[CH3:18])=[CH:25][CH:26]=1, predict the reactants needed to synthesize it. The reactants are: [Cl:1][C:2]1[CH:26]=[CH:25][C:5]([CH2:6][C:7]2[C:16]([OH:17])=[CH:15][CH:14]=[C:13]3[C:8]=2[C:9](=[O:24])[N:10]([CH2:20][CH2:21][CH2:22][OH:23])[C:11](=[O:19])[N:12]3[CH3:18])=[CH:4][CH:3]=1.I[CH2:28][CH3:29].C([O-])([O-])=O.[K+].[K+]. (7) Given the product [I:40][C:10]1[CH:11]=[C:12]([C:16]2[N:21]=[CH:20][C:19]([C:22]3[CH:23]=[N:24][N:25]([CH:27]4[CH2:32][CH2:31][N:30]([C:33]([O:35][C:36]([CH3:39])([CH3:38])[CH3:37])=[O:34])[CH2:29][CH2:28]4)[CH:26]=3)=[CH:18][N:17]=2)[CH:13]=[CH:14][CH:15]=1, predict the reactants needed to synthesize it. The reactants are: N(OCCC(C)C)=O.N[C:10]1[CH:11]=[C:12]([C:16]2[N:21]=[CH:20][C:19]([C:22]3[CH:23]=[N:24][N:25]([CH:27]4[CH2:32][CH2:31][N:30]([C:33]([O:35][C:36]([CH3:39])([CH3:38])[CH3:37])=[O:34])[CH2:29][CH2:28]4)[CH:26]=3)=[CH:18][N:17]=2)[CH:13]=[CH:14][CH:15]=1.[I:40]CI. (8) Given the product [CH2:3]([O:5][C:6]([C:8]1[N:9]([CH2:32][C:22]2[CH:29]=[CH:28][C:25]([CH3:26])=[CH:24][CH:23]=2)[CH:10]=[C:11]([CH3:20])[C:12]=1[C:13]1[CH:14]=[CH:15][C:16]([CH3:19])=[CH:17][CH:18]=1)=[O:7])[CH3:4], predict the reactants needed to synthesize it. The reactants are: [H-].[Na+].[CH2:3]([O:5][C:6]([C:8]1[NH:9][CH:10]=[C:11]([CH3:20])[C:12]=1[C:13]1[CH:18]=[CH:17][C:16]([CH3:19])=[CH:15][CH:14]=1)=[O:7])[CH3:4].Br[C:22]1[CH:29]=[CH:28][C:25]([CH2:26]Br)=[CH:24][CH:23]=1.[Na+].[Cl-].[CH2:32]1COCC1. (9) Given the product [C:1]1([CH2:7][CH2:8][C:9]2[CH:23]=[CH:22][C:12]3[N:13]=[C:14]([NH:16][C:17]([NH:19][CH2:20][CH3:21])=[O:18])[S:15][C:11]=3[CH:10]=2)[CH:2]=[CH:3][CH:4]=[CH:5][CH:6]=1, predict the reactants needed to synthesize it. The reactants are: [C:1]1([C:7]#[C:8][C:9]2[CH:23]=[CH:22][C:12]3[N:13]=[C:14]([NH:16][C:17]([NH:19][CH2:20][CH3:21])=[O:18])[S:15][C:11]=3[CH:10]=2)[CH:6]=[CH:5][CH:4]=[CH:3][CH:2]=1. (10) Given the product [Cl:1][C:2]1[CH:3]=[C:4]2[C:8](=[CH:9][CH:10]=1)[NH:7][C:6]([C:11]([NH:13][C@@H:14]1[CH2:22][C:21]3[C:16](=[CH:17][CH:18]=[CH:19][CH:20]=3)[C@H:15]1[CH2:23][O:24][CH:25]([CH3:33])[C:26]([OH:28])=[O:27])=[O:12])=[CH:5]2, predict the reactants needed to synthesize it. The reactants are: [Cl:1][C:2]1[CH:3]=[C:4]2[C:8](=[CH:9][CH:10]=1)[NH:7][C:6]([C:11]([NH:13][C@@H:14]1[CH2:22][C:21]3[C:16](=[CH:17][CH:18]=[CH:19][CH:20]=3)[C@H:15]1[CH2:23][O:24][CH:25]([CH3:33])[C:26]([O:28]C(C)(C)C)=[O:27])=[O:12])=[CH:5]2.FC(F)(F)C(O)=O.